This data is from Reaction yield outcomes from USPTO patents with 853,638 reactions. The task is: Predict the reaction yield, written as a fraction of the theoretical maximum amount of product (1.0 means a 100% yield; for example, 0.34 means a 34% yield). (1) The reactants are Cl[C:2]1[N:10]=[C:9]([Cl:11])[CH:8]=[CH:7][C:3]=1[C:4]([NH2:6])=[O:5].Cl[C:13]1[C:18]([C:19](N)=O)=[CH:17][N:16]=[C:15](Cl)[CH:14]=1.[CH2:23](N(CC)CC)C. The catalyst is C(#N)C. The product is [CH2:17]([NH:16][C:2]1[N:10]=[C:9]([Cl:11])[CH:8]=[CH:7][C:3]=1[C:4]([NH2:6])=[O:5])[C:18]1[CH:13]=[CH:14][CH:15]=[CH:23][CH:19]=1. The yield is 0.540. (2) The reactants are [CH3:1][O:2][C:3]([C:5]1[C:18]([NH:19][C:20]2[CH:25]=[CH:24][C:23]([Br:26])=[CH:22][C:21]=2[Cl:27])=[C:17]([F:28])[C:8]2[N:9]=[CH:10][N:11]([CH2:12][CH2:13][C:14](O)=[O:15])[C:7]=2[CH:6]=1)=[O:4].[CH:29]1[CH:30]=CC2N(O)N=[N:35][C:33]=2[CH:34]=1.O.CCN(CC)CC.N1CCCC1.CCN=C=NCCCN(C)C. The catalyst is CN(C=O)C.CCOC(C)=O.O. The product is [CH3:1][O:2][C:3]([C:5]1[C:18]([NH:19][C:20]2[CH:25]=[CH:24][C:23]([Br:26])=[CH:22][C:21]=2[Cl:27])=[C:17]([F:28])[C:8]2[N:9]=[CH:10][N:11]([CH2:12][CH2:13][C:14](=[O:15])[N:35]3[CH2:30][CH2:29][CH2:34][CH2:33]3)[C:7]=2[CH:6]=1)=[O:4]. The yield is 0.670. (3) The reactants are [CH3:1][O:2][C:3]1[CH:11]=[C:10]2[C:6]([C:7]([CH:12]([CH2:17][CH3:18])[C:13]([O:15]C)=[O:14])=[CH:8][CH2:9]2)=[CH:5][CH:4]=1.[OH-].[K+]. The catalyst is CO.O. The product is [CH3:1][O:2][C:3]1[CH:11]=[C:10]2[C:6]([C:7]([CH:12]([CH2:17][CH3:18])[C:13]([OH:15])=[O:14])=[CH:8][CH2:9]2)=[CH:5][CH:4]=1. The yield is 0.930. (4) The reactants are [Cl:1][C:2]1[C:11]2[C:6](=[CH:7][C:8]([O:14][CH2:15][CH:16]3[CH2:21][CH2:20][N:19]([CH3:22])[CH2:18][CH2:17]3)=[C:9]([O:12][CH3:13])[CH:10]=2)[N:5]=[CH:4][N:3]=1.[Br:23][C:24]1[CH:30]=[CH:29][C:27]([NH2:28])=[C:26]([F:31])[CH:25]=1.Cl. The catalyst is C(O)(C)C. The product is [ClH:1].[Br:23][C:24]1[CH:30]=[CH:29][C:27]([NH:28][C:2]2[C:11]3[C:6](=[CH:7][C:8]([O:14][CH2:15][CH:16]4[CH2:21][CH2:20][N:19]([CH3:22])[CH2:18][CH2:17]4)=[C:9]([O:12][CH3:13])[CH:10]=3)[N:5]=[CH:4][N:3]=2)=[C:26]([F:31])[CH:25]=1. The yield is 0.900. (5) The reactants are [NH2:1][C:2]1[N:7]=[C:6]([C:8]2[C:16]3[O:15][CH2:14][CH:13]([C:17]4[CH:22]=[CH:21][C:20]([CH:23]([CH3:25])[CH3:24])=[CH:19][CH:18]=4)[C:12]=3[C:11]([CH3:26])=[C:10]([NH:27][C:28](=[O:34])[CH2:29][C:30]([CH3:33])([CH3:32])[CH3:31])[C:9]=2[CH3:35])[CH:5]=[CH:4][CH:3]=1.C(N(CC)CC)C.[C:43](Cl)(=[O:45])[CH3:44]. The catalyst is C1COCC1.C(=O)(O)[O-].[Na+]. The product is [C:43]([NH:1][C:2]1[N:7]=[C:6]([C:8]2[C:16]3[O:15][CH2:14][CH:13]([C:17]4[CH:22]=[CH:21][C:20]([CH:23]([CH3:24])[CH3:25])=[CH:19][CH:18]=4)[C:12]=3[C:11]([CH3:26])=[C:10]([NH:27][C:28](=[O:34])[CH2:29][C:30]([CH3:33])([CH3:32])[CH3:31])[C:9]=2[CH3:35])[CH:5]=[CH:4][CH:3]=1)(=[O:45])[CH3:44]. The yield is 0.500. (6) The reactants are [Cl:1][C:2]1[CH:7]=[C:6]([O:8][CH3:9])[CH:5]=[C:4]([Cl:10])[N:3]=1.[N+:11]([O-])([OH:13])=[O:12]. The catalyst is S(=O)(=O)(O)O. The product is [Cl:1][C:2]1[C:7]([N+:11]([O-:13])=[O:12])=[C:6]([O:8][CH3:9])[CH:5]=[C:4]([Cl:10])[N:3]=1. The yield is 0.880. (7) The reactants are [CH2:1]([O:8][C:9]1[CH:14]=[CH:13][C:12]([C:15]2[CH:20]=[CH:19][C:18]([N:21]([CH3:23])[CH3:22])=[CH:17][CH:16]=2)=[CH:11][C:10]=1[CH:24]=O)[C:2]1[CH:7]=[CH:6][CH:5]=[CH:4][CH:3]=1.[S:26]=[C:27]1[NH:31][C:30](=[O:32])[CH2:29][S:28]1. No catalyst specified. The product is [CH2:1]([O:8][C:9]1[CH:14]=[CH:13][C:12]([C:15]2[CH:16]=[CH:17][C:18]([N:21]([CH3:22])[CH3:23])=[CH:19][CH:20]=2)=[CH:11][C:10]=1[CH:24]=[C:29]1[S:28][C:27](=[S:26])[NH:31][C:30]1=[O:32])[C:2]1[CH:7]=[CH:6][CH:5]=[CH:4][CH:3]=1. The yield is 0.600. (8) The reactants are C(=O)([O-])[O-].[Cs+].[Cs+].[NH:7]1[C:11]2[CH:12]=[CH:13][CH:14]=[CH:15][C:10]=2[N:9]=[C:8]1[C:16]([C:18]1[CH:23]=[CH:22][C:21]([OH:24])=[CH:20][CH:19]=1)=[O:17].F[C:26]1[C:31]([CH:32]2[CH2:36][N:35]([CH3:37])[C:34](=[O:38])[CH2:33]2)=[CH:30][CH:29]=[CH:28][N:27]=1. The catalyst is CN1C(=O)CCC1. The product is [NH:7]1[C:11]2[CH:12]=[CH:13][CH:14]=[CH:15][C:10]=2[N:9]=[C:8]1[C:16]([C:18]1[CH:23]=[CH:22][C:21]([O:24][C:26]2[C:31]([CH:32]3[CH2:36][N:35]([CH3:37])[C:34](=[O:38])[CH2:33]3)=[CH:30][CH:29]=[CH:28][N:27]=2)=[CH:20][CH:19]=1)=[O:17]. The yield is 0.610. (9) The reactants are [NH2:1][C:2]1[CH:28]=[CH:27][C:5]([O:6][CH:7]([CH3:26])[C:8]([O:10][CH2:11][CH2:12][O:13][C:14](=[O:25])[CH:15]([O:17][C:18]2[CH:23]=[CH:22][C:21]([NH2:24])=[CH:20][CH:19]=2)[CH3:16])=[O:9])=[CH:4][CH:3]=1.Cl[C:30](Cl)([O:32]C(=O)OC(Cl)(Cl)Cl)Cl.[O:41]1CCOC[CH2:42]1. No catalyst specified. The product is [N:24]([C:21]1[CH:20]=[CH:19][C:18]([O:17][CH:15]([CH3:16])[C:14]([O:13][CH2:12][CH2:11][O:10][C:8](=[O:9])[CH:7]([O:6][C:5]2[CH:27]=[CH:28][C:2]([N:1]=[C:42]=[O:41])=[CH:3][CH:4]=2)[CH3:26])=[O:25])=[CH:23][CH:22]=1)=[C:30]=[O:32]. The yield is 0.665. (10) The reactants are [Cl:1][C:2]1[N:3]([C@@H:15]2[O:21][C@H:20]([CH2:22][OH:23])[C@@H:18]([OH:19])[C@H:16]2[OH:17])[C:4]2[C:9]([C:10]=1[CH:11]=O)=[CH:8][C:7]([Cl:13])=[C:6]([Cl:14])[CH:5]=2.Cl.[O:25]([NH2:27])C.C(=O)(O)[O-].[Na+].CO.O. The catalyst is CO.O.S([O-])([O-])(=O)=S.[Na+].[Na+]. The product is [Cl:1][CH:2]1[C:10](=[C:11]=[N:27][OH:25])[C:9]2[C:4](=[CH:5][C:6]([Cl:14])=[C:7]([Cl:13])[CH:8]=2)[N:3]1[C@@H:15]1[O:21][C@H:20]([CH2:22][OH:23])[C@@H:18]([OH:19])[C@H:16]1[OH:17]. The yield is 0.700.